From a dataset of Full USPTO retrosynthesis dataset with 1.9M reactions from patents (1976-2016). Predict the reactants needed to synthesize the given product. (1) Given the product [Br:3][C:4]1[CH:12]=[CH:11][C:7]([C:8]([NH:10][CH3:16])=[O:9])=[C:6]([Cl:13])[CH:5]=1, predict the reactants needed to synthesize it. The reactants are: [H-].[Na+].[Br:3][C:4]1[CH:12]=[CH:11][C:7]([C:8]([NH2:10])=[O:9])=[C:6]([Cl:13])[CH:5]=1.CI.[CH3:16]COCC.CCCC(C)C. (2) The reactants are: [CH2:1]([PH:5][CH2:6][CH:7]([CH3:9])[CH3:8])[CH:2]([CH3:4])[CH3:3].CN([CH2:13][C-:14]1[CH:18]=[CH:17][CH:16]=[C:15]1[CH2:19]N(C)C)C.[CH-:23]1[CH:27]=[CH:26][CH:25]=[CH:24]1.[Fe+2:28]. Given the product [CH2:1]([P:5]([CH2:13][C-:14]1[CH:18]=[CH:17][CH:16]=[C:15]1[CH2:19][P:5]([CH2:6][CH:27]([CH3:26])[CH3:23])[CH2:1][CH:2]([CH3:4])[CH3:3])[CH2:6][CH:7]([CH3:9])[CH3:8])[CH:2]([CH3:4])[CH3:3].[CH-:23]1[CH:27]=[CH:26][CH:25]=[CH:24]1.[Fe+2:28], predict the reactants needed to synthesize it. (3) Given the product [O:20]1[CH:24]=[CH:23][CH:22]=[C:21]1[C:25](=[O:26])[CH2:11][C:12]1[CH:17]=[CH:16][N:15]=[C:14]([S:18][CH3:19])[N:13]=1, predict the reactants needed to synthesize it. The reactants are: C[Si]([N-][Si](C)(C)C)(C)C.[Li+].[CH3:11][C:12]1[CH:17]=[CH:16][N:15]=[C:14]([S:18][CH3:19])[N:13]=1.[O:20]1[CH:24]=[CH:23][CH:22]=[C:21]1[C:25](OCC)=[O:26].CCCCCC. (4) The reactants are: CC([N:5]([C@@H:9]([CH2:22][C:23]1[CH:28]=[CH:27][CH:26]=[CH:25][C:24]=1[C:29]([F:32])([F:31])[F:30])[CH2:10][N:11]1[C:19](=[O:20])[C:18]2[C:13](=[CH:14][CH:15]=[CH:16][CH:17]=2)[C:12]1=[O:21])C(=O)[O-])(C)C.Cl. Given the product [NH2:5][C@@H:9]([CH2:22][C:23]1[CH:28]=[CH:27][CH:26]=[CH:25][C:24]=1[C:29]([F:32])([F:30])[F:31])[CH2:10][N:11]1[C:19](=[O:20])[C:18]2[C:13](=[CH:14][CH:15]=[CH:16][CH:17]=2)[C:12]1=[O:21], predict the reactants needed to synthesize it. (5) Given the product [CH2:43]([O:42][C@H:40]([CH3:41])[CH2:39][O:38][CH2:37][C:34]1[CH:33]=[CH:32][C:31]([C@@H:11]2[C@@H:12]([O:14][CH2:15][C:16]3[CH:17]=[CH:18][C:19]4[O:24][CH2:23][CH2:22][N:21]([CH2:25][CH2:26][CH2:27][O:28][CH3:29])[C:20]=4[CH:30]=3)[CH2:13][NH:8][CH2:9][C@H:10]2[CH2:45][CH2:50][C:49]([N:70]2[CH2:74][CH2:73][CH2:72][CH2:71]2)=[O:48])=[CH:36][CH:35]=1)[CH3:44], predict the reactants needed to synthesize it. The reactants are: C(OC([N:8]1[CH2:13][C@H:12]([O:14][CH2:15][C:16]2[CH:17]=[CH:18][C:19]3[O:24][CH2:23][CH2:22][N:21]([CH2:25][CH2:26][CH2:27][O:28][CH3:29])[C:20]=3[CH:30]=2)[C@@H:11]([C:31]2[CH:36]=[CH:35][C:34]([CH2:37][O:38][CH2:39][C@H:40]([O:42][CH2:43][CH3:44])[CH3:41])=[CH:33][CH:32]=2)[C@H:10]([CH:45]=O)[CH2:9]1)=O)(C)(C)C.[Cl-].[O:48]=[C:49]([N:70]1[CH2:74][CH2:73][CH2:72][CH2:71]1)[CH2:50][P+](C1C=CC=CC=1)(C1C=CC=CC=1)C1C=CC=CC=1.O(C)[Na]. (6) Given the product [Cl:21][C:22]1[CH:27]=[CH:26][C:25]([CH:28]([C:30]2[CH:31]=[CH:32][CH:33]=[CH:34][CH:35]=2)[NH:29][C:18](=[O:20])[CH2:17][C:15]2[CH:14]=[CH:13][C:11]3[N:12]=[C:8]([C:7]4[C:2]([CH3:1])=[N:3][CH:4]=[CH:5][CH:6]=4)[S:9][C:10]=3[CH:16]=2)=[C:24]([CH3:36])[CH:23]=1, predict the reactants needed to synthesize it. The reactants are: [CH3:1][C:2]1[C:7]([C:8]2[S:9][C:10]3[CH:16]=[C:15]([CH2:17][C:18]([OH:20])=O)[CH:14]=[CH:13][C:11]=3[N:12]=2)=[CH:6][CH:5]=[CH:4][N:3]=1.[Cl:21][C:22]1[CH:27]=[CH:26][C:25]([CH:28]([C:30]2[CH:35]=[CH:34][CH:33]=[CH:32][CH:31]=2)[NH2:29])=[C:24]([CH3:36])[CH:23]=1.CCN(C(C)C)C(C)C.C(P1(=O)OP(CCC)(=O)OP(CCC)(=O)O1)CC.CCOC(C)=O. (7) Given the product [Br:1][C:5]1[CH:6]=[C:7]([C:9](=[O:11])[CH3:10])[S:8][C:4]=1[CH3:3], predict the reactants needed to synthesize it. The reactants are: [Br:1]Br.[CH3:3][C:4]1[S:8][C:7]([C:9](=[O:11])[CH3:10])=[CH:6][CH:5]=1.C([O-])(=O)C.[Na+]. (8) Given the product [CH2:1]([N:8]1[C:16]2([CH2:21][CH2:20][NH:19][CH2:18][CH2:17]2)[C:15]2[C:10](=[CH:11][CH:12]=[CH:13][CH:14]=2)[C:9]1=[O:22])[C:2]1[CH:7]=[CH:6][CH:5]=[CH:4][CH:3]=1, predict the reactants needed to synthesize it. The reactants are: [CH2:1]([N:8]1[C:16]2([CH:21]=[CH:20][NH:19][CH2:18][CH2:17]2)[C:15]2[C:10](=[CH:11][CH:12]=[CH:13][CH:14]=2)[C:9]1=[O:22])[C:2]1[CH:7]=[CH:6][CH:5]=[CH:4][CH:3]=1. (9) Given the product [CH2:34]([O:30][C:29](=[O:31])[C:28]1[CH:27]=[CH:26][C:25]([NH:24][C:22]([C:19]2[CH:20]=[CH:21][C:16]3[O:15][CH2:14][CH2:13][N:12]([S:9]([C:4]4[CH:5]=[C:6]([CH3:8])[CH:7]=[C:2]([CH3:1])[CH:3]=4)(=[O:11])=[O:10])[C:17]=3[CH:18]=2)=[O:23])=[CH:33][CH:32]=1)[CH3:35], predict the reactants needed to synthesize it. The reactants are: [CH3:1][C:2]1[CH:3]=[C:4]([S:9]([N:12]2[C:17]3[CH:18]=[C:19]([C:22]([NH:24][C:25]4[CH:33]=[CH:32][C:28]([C:29]([OH:31])=[O:30])=[CH:27][CH:26]=4)=[O:23])[CH:20]=[CH:21][C:16]=3[O:15][CH2:14][CH2:13]2)(=[O:11])=[O:10])[CH:5]=[C:6]([CH3:8])[CH:7]=1.[CH3:34][C:35]1C=C(S(Cl)(=O)=O)C=C(C)C=1. (10) Given the product [CH:20]([N:23]([CH:24]([CH3:26])[CH3:25])[CH2:2][CH2:11][CH:10]([C:9]1[CH:8]=[C:7]([CH2:18][OH:19])[CH:6]=[CH:5][C:4]=1[OH:3])[C:12]1[CH:17]=[CH:16][CH:15]=[CH:14][CH:13]=1)([CH3:22])[CH3:21], predict the reactants needed to synthesize it. The reactants are: O[CH:2]1[CH2:11][CH:10]([C:12]2[CH:17]=[CH:16][CH:15]=[CH:14][CH:13]=2)[C:9]2[C:4](=[CH:5][CH:6]=[C:7]([CH2:18][OH:19])[CH:8]=2)[O:3]1.[CH:20]([NH:23][CH:24]([CH3:26])[CH3:25])([CH3:22])[CH3:21].